From a dataset of Reaction yield outcomes from USPTO patents with 853,638 reactions. Predict the reaction yield, written as a fraction of the theoretical maximum amount of product (1.0 means a 100% yield; for example, 0.34 means a 34% yield). The reactants are [CH3:1][N:2]1[CH2:7][CH2:6][N:5]([C:8]2[CH:13]=[CH:12][C:11]([N+:14]([O-])=O)=[C:10]([C:17]3[C:21]([CH3:22])=[CH:20][S:19][CH:18]=3)[CH:9]=2)[CH2:4][CH2:3]1. The catalyst is [Pd]. The product is [CH3:1][N:2]1[CH2:7][CH2:6][N:5]([C:8]2[CH:13]=[CH:12][C:11]([NH2:14])=[C:10]([C:17]3[C:21]([CH3:22])=[CH:20][S:19][CH:18]=3)[CH:9]=2)[CH2:4][CH2:3]1. The yield is 0.890.